From a dataset of Full USPTO retrosynthesis dataset with 1.9M reactions from patents (1976-2016). Predict the reactants needed to synthesize the given product. (1) Given the product [ClH:39].[ClH:39].[Cl:39][C:33]1[CH:34]=[C:35]([C:2]2[C:3](=[O:28])[NH:4][C:5](=[O:27])[N:6]([CH2:8][CH2:9][CH2:10][N:11]3[CH2:16][C@H:15]4[C@:13]([C:17]5[CH:22]=[CH:21][C:20]([C:23]([F:26])([F:25])[F:24])=[CH:19][CH:18]=5)([CH2:14]4)[CH2:12]3)[CH:7]=2)[C:30]([F:29])=[N:31][CH:32]=1, predict the reactants needed to synthesize it. The reactants are: I[C:2]1[C:3](=[O:28])[NH:4][C:5](=[O:27])[N:6]([CH2:8][CH2:9][CH2:10][N:11]2[CH2:16][C@H:15]3[C@:13]([C:17]4[CH:22]=[CH:21][C:20]([C:23]([F:26])([F:25])[F:24])=[CH:19][CH:18]=4)([CH2:14]3)[CH2:12]2)[CH:7]=1.[F:29][C:30]1[C:35](B(O)O)=[CH:34][C:33]([Cl:39])=[CH:32][N:31]=1.[F-].[K+]. (2) Given the product [Cl:30][C:24]1[CH:23]=[C:22]([C:19]2[C:18]([CH3:31])=[N:17][N:16]([CH2:15][C:12]3[CH:13]=[CH:14][C:9]([N:8]4[CH2:2][CH2:3][CH2:4][S:5]4(=[O:7])=[O:6])=[CH:10][CH:11]=3)[C:20]=2[CH3:21])[CH:27]=[CH:26][C:25]=1[C:28]#[N:29], predict the reactants needed to synthesize it. The reactants are: Cl[CH2:2][CH2:3][CH2:4][S:5]([NH:8][C:9]1[CH:14]=[CH:13][C:12]([CH2:15][N:16]2[C:20]([CH3:21])=[C:19]([C:22]3[CH:27]=[CH:26][C:25]([C:28]#[N:29])=[C:24]([Cl:30])[CH:23]=3)[C:18]([CH3:31])=[N:17]2)=[CH:11][CH:10]=1)(=[O:7])=[O:6].[H-].[Na+].[Cl-].[NH4+].